This data is from Peptide-MHC class I binding affinity with 185,985 pairs from IEDB/IMGT. The task is: Regression. Given a peptide amino acid sequence and an MHC pseudo amino acid sequence, predict their binding affinity value. This is MHC class I binding data. (1) The peptide sequence is CSEVPQSGY. The MHC is HLA-B48:01 with pseudo-sequence HLA-B48:01. The binding affinity (normalized) is 0.0847. (2) The binding affinity (normalized) is 0.581. The MHC is HLA-A02:03 with pseudo-sequence HLA-A02:03. The peptide sequence is TLLIGAVVSV. (3) The peptide sequence is KIVQLPKRGV. The MHC is HLA-A02:03 with pseudo-sequence HLA-A02:03. The binding affinity (normalized) is 0.636. (4) The MHC is HLA-A02:19 with pseudo-sequence HLA-A02:19. The peptide sequence is IGDKPTCLV. The binding affinity (normalized) is 0.0847. (5) The binding affinity (normalized) is 0.0284. The peptide sequence is MVSIDEVAST. The MHC is HLA-A02:01 with pseudo-sequence HLA-A02:01. (6) The peptide sequence is VCFHEFLSSK. The MHC is HLA-A68:01 with pseudo-sequence HLA-A68:01. The binding affinity (normalized) is 0.115. (7) The MHC is HLA-B39:01 with pseudo-sequence HLA-B39:01. The peptide sequence is LLKWKKTDY. The binding affinity (normalized) is 0.0847. (8) The peptide sequence is KKTFDHTLM. The MHC is H-2-Db with pseudo-sequence H-2-Db. The binding affinity (normalized) is 0.0515. (9) The peptide sequence is SPRSRNRSF. The MHC is HLA-A02:03 with pseudo-sequence HLA-A02:03. The binding affinity (normalized) is 0.0847. (10) The peptide sequence is FRFGDPMPF. The MHC is HLA-A30:01 with pseudo-sequence HLA-A30:01. The binding affinity (normalized) is 0.0847.